From a dataset of Forward reaction prediction with 1.9M reactions from USPTO patents (1976-2016). Predict the product of the given reaction. (1) Given the reactants C(O[C@@H](C1C(C2C=CC(Cl)=CC=2)=C2C(=CC=1C)N=C(CN(C)C)C=C2)CO)(C)(C)C.C([O:37][CH2:38][C@@H:39]([O:65][C:66]([CH3:69])([CH3:68])[CH3:67])[C:40]1[C:41]([C:58]2[CH:63]=[CH:62][C:61]([Cl:64])=[CH:60][CH:59]=2)=[C:42]2[C:47](=[CH:48][C:49]=1[CH3:50])[N:46]=[C:45]([CH2:51][N:52]1[CH2:57][CH2:56][CH2:55][CH2:54][CH2:53]1)[CH:44]=[CH:43]2)(=O)C(C)(C)C, predict the reaction product. The product is: [C:66]([O:65][C@@H:39]([C:40]1[C:41]([C:58]2[CH:59]=[CH:60][C:61]([Cl:64])=[CH:62][CH:63]=2)=[C:42]2[C:47](=[CH:48][C:49]=1[CH3:50])[N:46]=[C:45]([CH2:51][N:52]1[CH2:53][CH2:54][CH2:55][CH2:56][CH2:57]1)[CH:44]=[CH:43]2)[CH2:38][OH:37])([CH3:69])([CH3:67])[CH3:68]. (2) The product is: [Cl:1][C:2]1[CH:10]=[C:9]([CH:8]=[CH:7][C:3]=1[C:4]([N:33]1[CH2:34][CH2:35][CH2:36][CH:32]1[C:29]1[CH:28]=[CH:27][N:26]=[CH:31][CH:30]=1)=[O:6])[C:11]([NH:13][CH:14]([C:16]1[NH:20][C:19]2[CH:21]=[CH:22][C:23]([Cl:25])=[CH:24][C:18]=2[N:17]=1)[CH3:15])=[O:12]. Given the reactants [Cl:1][C:2]1[CH:10]=[C:9]([C:11]([NH:13][CH:14]([C:16]2[NH:20][C:19]3[CH:21]=[CH:22][C:23]([Cl:25])=[CH:24][C:18]=3[N:17]=2)[CH3:15])=[O:12])[CH:8]=[CH:7][C:3]=1[C:4]([OH:6])=O.[N:26]1[CH:31]=[CH:30][C:29]([CH:32]2[CH2:36][CH2:35][CH2:34][NH:33]2)=[CH:28][CH:27]=1.C(N(C(C)C)CC)(C)C.ClCl, predict the reaction product. (3) Given the reactants [Cl:1][C:2]1[N:7]=[C:6]([S:8][CH3:9])[N:5]=[C:4]2[NH:10][N:11]=[C:12]([C:13]3[CH:18]=[CH:17][CH:16]=[CH:15][C:14]=3[Cl:19])[C:3]=12.Cl[CH2:21][O:22][CH2:23][CH2:24][Si:25]([CH3:28])([CH3:27])[CH3:26].[H-].[Na+], predict the reaction product. The product is: [Cl:1][C:2]1[N:7]=[C:6]([S:8][CH3:9])[N:5]=[C:4]2[N:10]([CH2:21][O:22][CH2:23][CH2:24][Si:25]([CH3:28])([CH3:27])[CH3:26])[N:11]=[C:12]([C:13]3[CH:18]=[CH:17][CH:16]=[CH:15][C:14]=3[Cl:19])[C:3]=12.